Dataset: Catalyst prediction with 721,799 reactions and 888 catalyst types from USPTO. Task: Predict which catalyst facilitates the given reaction. (1) Reactant: [CH3:1][C:2]1([CH3:29])[O:6][C@@H:5]2[O:7][C@H:8]([CH2:10][O:11][Si](C(C)(C)C)(C3C=CC=CC=3)C3C=CC=CC=3)[CH2:9][C@@H:4]2[O:3]1.CCCC[N+](CCCC)(CCCC)CCCC.[F-]. Product: [CH3:1][C:2]1([CH3:29])[O:6][C@@H:5]2[O:7][C@H:8]([CH2:10][OH:11])[CH2:9][C@@H:4]2[O:3]1. The catalyst class is: 1. (2) Reactant: [C:1]([O:5][C:6](=[O:33])[N:7]([C@@H:21]([C:23]1[C:32]2[C:27](=[CH:28][CH:29]=[CH:30][CH:31]=2)[CH:26]=[CH:25][CH:24]=1)[CH3:22])[CH2:8][CH:9]1[CH2:14][CH2:13][NH:12][CH2:11][CH:10]1[C:15]1[CH:20]=[CH:19][CH:18]=[CH:17][CH:16]=1)([CH3:4])([CH3:3])[CH3:2].C(N(CC)CC)C.[CH3:41][C:42]1([CH3:50])[CH2:48][C:47](=[O:49])[O:46][C:44](=[O:45])[CH2:43]1.C(=O)([O-])O.[Na+]. The catalyst class is: 1. Product: [C:1]([O:5][C:6]([N:7]([CH2:8][CH:9]1[CH2:14][CH2:13][N:12]([C:47](=[O:49])[CH2:48][C:42]([CH3:50])([CH3:41])[CH2:43][C:44]([OH:46])=[O:45])[CH2:11][CH:10]1[C:15]1[CH:16]=[CH:17][CH:18]=[CH:19][CH:20]=1)[C@@H:21]([C:23]1[C:32]2[C:27](=[CH:28][CH:29]=[CH:30][CH:31]=2)[CH:26]=[CH:25][CH:24]=1)[CH3:22])=[O:33])([CH3:2])([CH3:3])[CH3:4]. (3) Reactant: C([O:3][C:4](=O)[C:5]([N:8]1[C:16]2[C:11](=[N:12][CH:13]=[CH:14][CH:15]=2)[N:10]=[CH:9]1)([CH3:7])[CH3:6])C.[BH4-].[Na+]. Product: [N:8]1([C:5]([CH3:7])([CH3:6])[CH2:4][OH:3])[C:16]2[C:11](=[N:12][CH:13]=[CH:14][CH:15]=2)[N:10]=[CH:9]1. The catalyst class is: 8. (4) Reactant: [CH:1]1([N:5]2[C:9]3[CH:10]=[CH:11][C:12](CC(O)=O)=[CH:13][C:8]=3[N:7]([CH3:18])[C:6]2=[O:19])[CH2:4][CH2:3][CH2:2]1.C([C:27]1[NH:28][CH:29]=[CH:30]N=1)([C:27]1[NH:28][CH:29]=[CH:30]N=1)=O.Cl.CN[O:35][CH3:36].C(=O)(O)[O-:38].[Na+]. Product: [CH:1]1([N:5]2[C:9]3[CH:10]=[C:11]([CH2:30][C:29]([N:28]([O:35][CH3:36])[CH3:27])=[O:38])[CH:12]=[CH:13][C:8]=3[N:7]([CH3:18])[C:6]2=[O:19])[CH2:2][CH2:3][CH2:4]1. The catalyst class is: 4. (5) Reactant: Br[CH:2]([C:4](=O)[CH2:5][CH3:6])[CH3:3].[NH2:8][C:9]1[CH:14]=[CH:13][C:12]([I:15])=[CH:11][N:10]=1. Product: [CH2:5]([C:4]1[N:8]=[C:9]2[CH:14]=[CH:13][C:12]([I:15])=[CH:11][N:10]2[C:2]=1[CH3:3])[CH3:6]. The catalyst class is: 14.